From a dataset of Peptide-MHC class I binding affinity with 185,985 pairs from IEDB/IMGT. Regression. Given a peptide amino acid sequence and an MHC pseudo amino acid sequence, predict their binding affinity value. This is MHC class I binding data. (1) The binding affinity (normalized) is 0.0847. The peptide sequence is VYWENEVSI. The MHC is HLA-A25:01 with pseudo-sequence HLA-A25:01. (2) The peptide sequence is FLILCSVLL. The MHC is HLA-B07:02 with pseudo-sequence HLA-B07:02. The binding affinity (normalized) is 0.0847.